From a dataset of Forward reaction prediction with 1.9M reactions from USPTO patents (1976-2016). Predict the product of the given reaction. (1) The product is: [CH3:29][C:28]([CH3:30])=[CH:27][C:18]1[C:19]([C:23]([F:24])([F:25])[F:26])=[CH:20][CH:21]=[CH:22][C:17]=1[C:16]([NH:15][C:6]1([C:4]([OH:5])=[O:3])[CH2:14][C:13]2[C:8](=[CH:9][CH:10]=[CH:11][CH:12]=2)[CH2:7]1)=[O:31]. Given the reactants C([O:3][C:4]([C:6]1([NH:15][C:16](=[O:31])[C:17]2[CH:22]=[CH:21][CH:20]=[C:19]([C:23]([F:26])([F:25])[F:24])[C:18]=2[CH:27]=[C:28]([CH3:30])[CH3:29])[CH2:14][C:13]2[C:8](=[CH:9][CH:10]=[CH:11][CH:12]=2)[CH2:7]1)=[O:5])C.[OH-].[K+], predict the reaction product. (2) Given the reactants [CH:1]([O:4][C:5]1[CH:10]=[CH:9][C:8]([C:11]2[CH:16]=[CH:15][C:14]([O:17][CH3:18])=[C:13]([O:19][CH3:20])[CH:12]=2)=[CH:7][C:6]=1[C:21]([OH:23])=O)([CH3:3])[CH3:2].Cl.Cl.[NH2:26][CH:27]([CH2:30][C:31]1[C:39]2[C:34](=[CH:35][N:36]=[CH:37][CH:38]=2)[NH:33][CH:32]=1)[CH2:28][OH:29].C1C=CC2N(O)N=NC=2C=1.CCN=C=NCCCN(C)C, predict the reaction product. The product is: [OH:29][CH2:28][CH:27]([NH:26][C:21]([C:6]1[CH:7]=[C:8]([C:11]2[CH:16]=[CH:15][C:14]([O:17][CH3:18])=[C:13]([O:19][CH3:20])[CH:12]=2)[CH:9]=[CH:10][C:5]=1[O:4][CH:1]([CH3:3])[CH3:2])=[O:23])[CH2:30][C:31]1[C:39]2[C:34](=[CH:35][N:36]=[CH:37][CH:38]=2)[NH:33][CH:32]=1. (3) The product is: [CH2:23]([C@:25]12[CH2:51][CH2:50][C@@:47]([CH2:49][CH2:2][CH3:3])([OH:48])[CH2:46][C@@H:26]1[CH2:27][CH2:28][CH2:29][C:30]1[CH:38]=[C:37]3[C:33](=[CH:32][C:31]=12)[CH:34]=[N:35][N:36]3[C:39]1[CH:40]=[CH:41][C:42]([F:45])=[CH:43][CH:44]=1)[CH3:24].[CH2:23]([C@@:25]12[CH2:51][CH2:50][C@:47]([CH2:49][CH2:52][CH3:53])([OH:48])[CH2:46][C@H:26]1[CH2:27][CH2:28][CH2:29][C:30]1[CH:38]=[C:37]3[C:33](=[CH:32][C:31]=12)[CH:34]=[N:35][N:36]3[C:39]1[CH:40]=[CH:41][C:42]([F:45])=[CH:43][CH:44]=1)[CH3:24]. Given the reactants F[C:2]1C=CC(N2C3C(=CC=C(CCCC(O)=O)C=3)C=N2)=C[CH:3]=1.[CH2:23]([C:25]12[CH2:51][CH2:50][C:47]3([CH2:49][O:48]3)[CH2:46][CH:26]1[CH2:27][CH2:28][CH2:29][C:30]1[C:31]2=[CH:32][C:33]2[CH:34]=[N:35][N:36]([C:39]3[CH:44]=[CH:43][C:42]([F:45])=[CH:41][CH:40]=3)[C:37]=2[CH:38]=1)[CH3:24].[CH2:52]([Mg]Br)[CH3:53].[NH4+].[Cl-], predict the reaction product. (4) Given the reactants Br[C:2]1[CH:9]=[N:8][CH:7]=[C:6]([N:10]2[CH2:22][CH2:21][N:13]3[C:14]4[CH2:15][CH2:16][CH2:17][CH2:18][C:19]=4[CH:20]=[C:12]3[C:11]2=[O:23])[C:3]=1[CH:4]=[O:5].[CH3:24][N:25]1[CH:30]=[C:29](B2OC(C)(C)C(C)(C)O2)[CH:28]=[C:27]([NH:40][C:41]2[CH:50]=[C:44]3[CH2:45][N:46]([CH3:49])[CH2:47][CH2:48][N:43]3[N:42]=2)[C:26]1=[O:51].[O-]P([O-])([O-])=O.[K+].[K+].[K+], predict the reaction product. The product is: [CH3:24][N:25]1[C:26](=[O:51])[C:27]([NH:40][C:41]2[CH:50]=[C:44]3[CH2:45][N:46]([CH3:49])[CH2:47][CH2:48][N:43]3[N:42]=2)=[CH:28][C:29]([C:2]2[CH:9]=[N:8][CH:7]=[C:6]([N:10]3[CH2:22][CH2:21][N:13]4[C:14]5[CH2:15][CH2:16][CH2:17][CH2:18][C:19]=5[CH:20]=[C:12]4[C:11]3=[O:23])[C:3]=2[CH:4]=[O:5])=[CH:30]1. (5) Given the reactants C(OO)(=[O:3])C.[C:6]([O:9][C@@H:10]1[C@@H:15]([O:16][C:17](=[O:19])[CH3:18])[C@H:14]([O:20][C:21](=[O:23])[CH3:22])[C@@H:13]([S:24][CH3:25])[O:12][C@H:11]1[C:26]1[CH:31]=[CH:30][C:29]([CH3:32])=[C:28]([CH2:33][C:34]2[CH:39]=[CH:38][C:37]([CH2:40][CH2:41][CH2:42][C:43]([O:45][CH3:46])=[O:44])=[CH:36][CH:35]=2)[CH:27]=1)(=[O:8])[CH3:7], predict the reaction product. The product is: [C:6]([O:9][C@@H:10]1[C@@H:15]([O:16][C:17](=[O:19])[CH3:18])[C@H:14]([O:20][C:21](=[O:23])[CH3:22])[C@@H:13]([S@:24]([CH3:25])=[O:3])[O:12][C@H:11]1[C:26]1[CH:31]=[CH:30][C:29]([CH3:32])=[C:28]([CH2:33][C:34]2[CH:35]=[CH:36][C:37]([CH2:40][CH2:41][CH2:42][C:43]([O:45][CH3:46])=[O:44])=[CH:38][CH:39]=2)[CH:27]=1)(=[O:8])[CH3:7]. (6) Given the reactants [Br:1][C:2]1[CH:7]=[CH:6][C:5]([CH2:8][C:9]([O:11][CH2:12][CH3:13])=[O:10])=[CH:4][CH:3]=1.[H-].[Na+].[CH3:16]I.[NH4+].[Cl-], predict the reaction product. The product is: [CH2:12]([O:11][C:9](=[O:10])[CH:8]([C:5]1[CH:4]=[CH:3][C:2]([Br:1])=[CH:7][CH:6]=1)[CH3:16])[CH3:13]. (7) Given the reactants [C:1]([O:5][C:6]([NH:8][C@H:9]([C:11]([OH:13])=O)[CH3:10])=[O:7])([CH3:4])([CH3:3])[CH3:2].[N:14]1[CH:19]=[CH:18][CH:17]=[CH:16][C:15]=1[CH:20]1[CH2:25][CH2:24][NH:23][CH2:22][CH2:21]1.Cl.C[N:28](C)CCCN=C=NCC, predict the reaction product. The product is: [N:14]1[CH:19]=[CH:18][CH:17]=[CH:16][C:15]=1[CH:20]1[CH2:25][CH2:24][N:23]([NH:28][C:11](=[O:13])[C@H:9]([CH3:10])[NH:8][C:6]([O:5][C:1]([CH3:2])([CH3:3])[CH3:4])=[O:7])[CH2:22][CH2:21]1. (8) Given the reactants C([O:8][CH2:9][CH2:10][CH2:11][CH2:12][CH2:13][CH2:14][CH2:15][CH2:16][CH2:17][CH2:18][C:19]#[C:20][C:21]1[C:22]([O:44][CH3:45])=[C:23]2[C:28](=[CH:29][C:30]=1[O:31][CH3:32])[O:27][C:26]([C:33]1[CH:38]=[CH:37][C:36]([O:39][CH3:40])=[C:35]([O:41][CH3:42])[CH:34]=1)=[CH:25][C:24]2=[O:43])C1C=CC=CC=1, predict the reaction product. The product is: [OH:8][CH2:9][CH2:10][CH2:11][CH2:12][CH2:13][CH2:14][CH2:15][CH2:16][CH2:17][CH2:18][CH2:19][CH2:20][C:21]1[C:22]([O:44][CH3:45])=[C:23]2[C:28](=[CH:29][C:30]=1[O:31][CH3:32])[O:27][C:26]([C:33]1[CH:38]=[CH:37][C:36]([O:39][CH3:40])=[C:35]([O:41][CH3:42])[CH:34]=1)=[CH:25][C:24]2=[O:43]. (9) Given the reactants [H-].[Na+].CS(C)=O.Cl.[NH2:8][C:9]1[CH:14]=[CH:13][C:12]([OH:15])=[C:11]([CH3:16])[C:10]=1[CH3:17].Cl[C:19]1[C:28]2[C:23](=[CH:24][C:25]([O:31][CH3:32])=[C:26]([O:29][CH3:30])[CH:27]=2)[N:22]=[CH:21][CH:20]=1, predict the reaction product. The product is: [CH3:30][O:29][C:26]1[CH:27]=[C:28]2[C:23](=[CH:24][C:25]=1[O:31][CH3:32])[N:22]=[CH:21][CH:20]=[C:19]2[O:15][C:12]1[CH:13]=[CH:14][C:9]([NH2:8])=[C:10]([CH3:17])[C:11]=1[CH3:16].